Dataset: Forward reaction prediction with 1.9M reactions from USPTO patents (1976-2016). Task: Predict the product of the given reaction. (1) Given the reactants [C:1]([C:5]1[CH:11]=[CH:10][C:8]([NH2:9])=[CH:7][CH:6]=1)([CH3:4])([CH3:3])[CH3:2].[S-:12][C:13]#[N:14].[Na+].BrBr.O.N, predict the reaction product. The product is: [NH2:14][C:13]1[S:12][C:10]2[CH:11]=[C:5]([C:1]([CH3:4])([CH3:2])[CH3:3])[CH:6]=[CH:7][C:8]=2[N:9]=1. (2) Given the reactants [CH3:1][CH:2]1[CH2:7][NH:6][CH2:5][CH2:4][N:3]1[C:8]([O:10][CH2:11][C:12]1[CH:17]=[CH:16][CH:15]=[CH:14][CH:13]=1)=[O:9].C(N(C(C)C)CC)(C)C.[Cl:27][C:28]1[CH:33]=[CH:32][CH:31]=[CH:30][C:29]=1[C:34]1[CH:43]=[C:42]([S:44](Cl)(=[O:46])=[O:45])[CH:41]=[C:40]2[C:35]=1[CH2:36][N:37]([CH2:57][C:58]1[CH:63]=[CH:62][C:61]([O:64][CH3:65])=[CH:60][CH:59]=1)[C:38](=[O:56])[N:39]2[C:48]1[C:53]([Cl:54])=[CH:52][CH:51]=[CH:50][C:49]=1[Cl:55], predict the reaction product. The product is: [Cl:27][C:28]1[CH:33]=[CH:32][CH:31]=[CH:30][C:29]=1[C:34]1[CH:43]=[C:42]([S:44]([N:6]2[CH2:5][CH2:4][N:3]([C:8]([O:10][CH2:11][C:12]3[CH:17]=[CH:16][CH:15]=[CH:14][CH:13]=3)=[O:9])[CH:2]([CH3:1])[CH2:7]2)(=[O:46])=[O:45])[CH:41]=[C:40]2[C:35]=1[CH2:36][N:37]([CH2:57][C:58]1[CH:59]=[CH:60][C:61]([O:64][CH3:65])=[CH:62][CH:63]=1)[C:38](=[O:56])[N:39]2[C:48]1[C:49]([Cl:55])=[CH:50][CH:51]=[CH:52][C:53]=1[Cl:54]. (3) Given the reactants [CH3:1][O:2][C:3]1[CH:4]=[C:5]([CH:9]=[CH:10][CH:11]=1)[C:6](Cl)=[O:7].ClC1C=CC(C([NH:19][C:20]2[CH:21]=[N:22][C:23]([OH:26])=[CH:24][CH:25]=2)=O)=CC=1, predict the reaction product. The product is: [OH:26][C:23]1[N:22]=[CH:21][C:20]([NH:19][C:6](=[O:7])[C:5]2[CH:9]=[CH:10][CH:11]=[C:3]([O:2][CH3:1])[CH:4]=2)=[CH:25][CH:24]=1. (4) Given the reactants [F:1][C:2]1[CH:11]=[C:10]2[C:5]([CH:6]=[C:7]([CH2:16][C:17]([O:19][CH3:20])=[O:18])[C:8]([CH3:15])=[C:9]2[C:12](O)=[O:13])=[CH:4][CH:3]=1.C(Cl)(=O)C([Cl:24])=O.CN(C)C=O, predict the reaction product. The product is: [CH3:20][O:19][C:17](=[O:18])[CH2:16][C:7]1[C:8]([CH3:15])=[C:9]([C:12]([Cl:24])=[O:13])[C:10]2[C:5](=[CH:4][CH:3]=[C:2]([F:1])[CH:11]=2)[CH:6]=1. (5) Given the reactants [Br:1][C:2]1[CH:8]=[C:7]([CH3:9])[C:5]([NH2:6])=[C:4]([CH3:10])[CH:3]=1.C(N(CC)CC)C.[Br:18][CH:19]([CH3:23])[C:20](Br)=[O:21].C(=O)([O-])O.[Na+], predict the reaction product. The product is: [Br:18][CH:19]([CH3:23])[C:20]([NH:6][C:5]1[C:7]([CH3:9])=[CH:8][C:2]([Br:1])=[CH:3][C:4]=1[CH3:10])=[O:21]. (6) Given the reactants [NH2:1][C:2]1[C:3]([C:16]#[N:17])=[N:4][C:5]([C:8]2[CH:13]=[CH:12][CH:11]=[C:10]([CH2:14][OH:15])[CH:9]=2)=[CH:6][N:7]=1.[NH:18]([C:20]([C@H:22]1[CH2:27][CH2:26][CH2:25][N:24]([C:28]([O:30][C:31]([CH3:34])([CH3:33])[CH3:32])=[O:29])[CH2:23]1)=O)[NH2:19], predict the reaction product. The product is: [NH2:1][C:2]1[C:3]([C:16]2[NH:19][N:18]=[C:20]([C@@H:22]3[CH2:27][CH2:26][CH2:25][N:24]([C:28]([O:30][C:31]([CH3:34])([CH3:33])[CH3:32])=[O:29])[CH2:23]3)[N:17]=2)=[N:4][C:5]([C:8]2[CH:13]=[CH:12][CH:11]=[C:10]([CH2:14][OH:15])[CH:9]=2)=[CH:6][N:7]=1. (7) Given the reactants C1C=CC(P(C2C(C3C(P(C4C=CC=CC=4)C4C=CC=CC=4)=CC=C4C=3C=CC=C4)=C3C(C=CC=C3)=CC=2)C2C=CC=CC=2)=CC=1.[C:47]([O:51][C:52](=[O:70])[NH:53][C:54]1[CH:59]=[CH:58][C:57]([O:60][C:61]2[CH:66]=[CH:65][N:64]=[C:63](Cl)[CH:62]=2)=[C:56]([F:68])[C:55]=1[F:69])([CH3:50])([CH3:49])[CH3:48].C([O-])([O-])=O.[Cs+].[Cs+].[NH2:77][C:78]1[CH:83]=[CH:82][CH:81]=[CH:80][CH:79]=1, predict the reaction product. The product is: [C:47]([O:51][C:52](=[O:70])[NH:53][C:54]1[CH:59]=[CH:58][C:57]([O:60][C:61]2[CH:66]=[CH:65][N:64]=[C:63]([NH:77][C:78]3[CH:83]=[CH:82][CH:81]=[CH:80][CH:79]=3)[CH:62]=2)=[C:56]([F:68])[C:55]=1[F:69])([CH3:50])([CH3:49])[CH3:48]. (8) Given the reactants [O:1]=[C:2]1[NH:6][C:5]2[CH:7]=[CH:8][C:9]([NH:11][C:12](=[O:16])[C:13]([OH:15])=O)=[CH:10][C:4]=2[S:3]1.[CH3:17][C:18]1[CH:30]=[CH:29][C:21]([CH2:22][CH:23]2[CH2:28][CH2:27][NH:26][CH2:25][CH2:24]2)=[CH:20][CH:19]=1, predict the reaction product. The product is: [CH3:17][C:18]1[CH:19]=[CH:20][C:21]([CH2:22][CH:23]2[CH2:28][CH2:27][N:26]([C:13](=[O:15])[C:12]([NH:11][C:9]3[CH:8]=[CH:7][C:5]4[NH:6][C:2](=[O:1])[S:3][C:4]=4[CH:10]=3)=[O:16])[CH2:25][CH2:24]2)=[CH:29][CH:30]=1.